From a dataset of Peptide-MHC class I binding affinity with 185,985 pairs from IEDB/IMGT. Regression. Given a peptide amino acid sequence and an MHC pseudo amino acid sequence, predict their binding affinity value. This is MHC class I binding data. The peptide sequence is EEMPLVWDL. The MHC is HLA-B27:05 with pseudo-sequence HLA-B27:05. The binding affinity (normalized) is 0.0847.